Predict the reaction yield, written as a fraction of the theoretical maximum amount of product (1.0 means a 100% yield; for example, 0.34 means a 34% yield). From a dataset of Reaction yield outcomes from USPTO patents with 853,638 reactions. (1) The reactants are Cl[C:2]1[CH:3]=[N:4][N:5]2[CH:10]=[CH:9][C:8]([N:11]3[CH:15]([C:16]4[CH:21]=[CH:20][CH:19]=[CH:18][N:17]=4)[CH2:14][O:13][C:12]3=[O:22])=[N:7][C:6]=12.C(=O)([O-])[O-].[Na+].[Na+].[F:29][C:30]1[CH:35]=[C:34](B2OC(C)(C)C(C)(C)O2)[CH:33]=[CH:32][C:31]=1[C:45]1[N:49]=[CH:48][N:47]([CH2:50][O:51][CH2:52][CH2:53][Si:54]([CH3:57])([CH3:56])[CH3:55])[N:46]=1.CC(C1C=C(C(C)C)C(C2C=CC=CC=2P(C2CCCCC2)C2CCCCC2)=C(C(C)C)C=1)C. The catalyst is C1C=CC(/C=C/C(/C=C/C2C=CC=CC=2)=O)=CC=1.C1C=CC(/C=C/C(/C=C/C2C=CC=CC=2)=O)=CC=1.C1C=CC(/C=C/C(/C=C/C2C=CC=CC=2)=O)=CC=1.[Pd].[Pd].O. The product is [F:29][C:30]1[CH:35]=[C:34]([C:2]2[CH:3]=[N:4][N:5]3[CH:10]=[CH:9][C:8]([N:11]4[CH:15]([C:16]5[CH:21]=[CH:20][CH:19]=[CH:18][N:17]=5)[CH2:14][O:13][C:12]4=[O:22])=[N:7][C:6]=23)[CH:33]=[CH:32][C:31]=1[C:45]1[N:49]=[CH:48][N:47]([CH2:50][O:51][CH2:52][CH2:53][Si:54]([CH3:57])([CH3:56])[CH3:55])[N:46]=1. The yield is 0.470. (2) The yield is 0.910. The reactants are [NH2:1][N:2]1[CH:6]=[CH:5][CH:4]=[C:3]1[C:7]([NH:9][C:10]1[CH:15]=[CH:14][CH:13]=[CH:12][CH:11]=1)=[O:8].[C:16]([O:20][C:21]([NH:23][C:24]1([C:27](O)=[O:28])[CH2:26][CH2:25]1)=[O:22])([CH3:19])([CH3:18])[CH3:17]. The product is [C:10]1([NH:9][C:7]([C:3]2[N:2]([NH:1][C:27]([C:24]3([NH:23][C:21](=[O:22])[O:20][C:16]([CH3:18])([CH3:17])[CH3:19])[CH2:26][CH2:25]3)=[O:28])[CH:6]=[CH:5][CH:4]=2)=[O:8])[CH:15]=[CH:14][CH:13]=[CH:12][CH:11]=1. No catalyst specified. (3) The reactants are FC(F)(F)C(O)=O.C(OC([N:15]1[CH2:21][CH2:20][CH2:19][C@H:18]([N:22]([CH2:31][C:32]2[CH:37]=[C:36]([C:38]([F:41])([F:40])[F:39])[CH:35]=[C:34]([C:42]([F:45])([F:44])[F:43])[CH:33]=2)[C:23]2[N:24]=[N:25][N:26]([CH2:28][CH2:29][OH:30])[N:27]=2)[C:17]2[CH:46]=[C:47]([CH3:54])[C:48]([C:50]([F:53])([F:52])[F:51])=[CH:49][C:16]1=2)=O)(C)(C)C. The catalyst is C(Cl)Cl. The product is [F:44][C:42]([F:43])([F:45])[C:34]1[CH:33]=[C:32]([CH:37]=[C:36]([C:38]([F:41])([F:40])[F:39])[CH:35]=1)[CH2:31][N:22]([C@H:18]1[CH2:19][CH2:20][CH2:21][NH:15][C:16]2[CH:49]=[C:48]([C:50]([F:51])([F:52])[F:53])[C:47]([CH3:54])=[CH:46][C:17]1=2)[C:23]1[N:24]=[N:25][N:26]([CH2:28][CH2:29][OH:30])[N:27]=1. The yield is 0.620. (4) The reactants are [OH:1][C:2]1[CH:10]=[C:9]([OH:11])[C:8]([Br:12])=[CH:7][C:3]=1[C:4]([OH:6])=[O:5].C(=O)([O-])[O-].[K+].[K+].[CH2:19](Br)[C:20]1[CH:25]=[CH:24][CH:23]=[CH:22][CH:21]=1.[OH-].[K+].Cl. The catalyst is CN(C=O)C.O.CO. The product is [CH2:19]([O:1][C:2]1[CH:10]=[C:9]([O:11][CH2:4][C:3]2[CH:7]=[CH:8][CH:9]=[CH:10][CH:2]=2)[C:8]([Br:12])=[CH:7][C:3]=1[C:4]([OH:6])=[O:5])[C:20]1[CH:25]=[CH:24][CH:23]=[CH:22][CH:21]=1. The yield is 0.560. (5) The reactants are [F:1][C:2]1[CH:7]=[C:6]([F:8])[CH:5]=[CH:4][C:3]=1[N:9]1[C:13]([C:14]2[S:23][C:22]3[C:21]4[N:24]=[C:25]([N:28]5[CH2:33][C@H:32]([CH3:34])[NH:31][C@H:30]([CH3:35])[CH2:29]5)[CH:26]=[CH:27][C:20]=4[O:19][CH2:18][CH2:17][C:16]=3[CH:15]=2)=[N:12][CH:11]=[N:10]1.Br[CH2:37][CH2:38][F:39].C(=O)([O-])[O-].[Cs+].[Cs+]. The catalyst is CN(C)C=O. The product is [F:1][C:2]1[CH:7]=[C:6]([F:8])[CH:5]=[CH:4][C:3]=1[N:9]1[C:13]([C:14]2[S:23][C:22]3[C:21]4[N:24]=[C:25]([N:28]5[CH2:33][C@H:32]([CH3:34])[N:31]([CH2:37][CH2:38][F:39])[C@H:30]([CH3:35])[CH2:29]5)[CH:26]=[CH:27][C:20]=4[O:19][CH2:18][CH2:17][C:16]=3[CH:15]=2)=[N:12][CH:11]=[N:10]1. The yield is 0.280.